From a dataset of Full USPTO retrosynthesis dataset with 1.9M reactions from patents (1976-2016). Predict the reactants needed to synthesize the given product. (1) Given the product [Cl:23][C:24]1[CH:29]=[C:28]([NH:30][C:2]2[N:3]=[CH:4][C:5]([C:16]3[CH:15]=[N:14][CH:19]=[CH:18][CH:17]=3)=[C:6]3[C:11]=2[N:10]=[C:9]([CH3:12])[CH:8]=[CH:7]3)[CH:27]=[CH:26][N:25]=1, predict the reactants needed to synthesize it. The reactants are: Cl[C:2]1[N:3]=[CH:4][C:5](I)=[C:6]2[C:11]=1[N:10]=[C:9]([CH3:12])[CH:8]=[CH:7]2.[N:14]1[CH:19]=[CH:18][CH:17]=[C:16](B(O)O)[CH:15]=1.[Cl:23][C:24]1[CH:29]=[C:28]([NH2:30])[CH:27]=[CH:26][N:25]=1. (2) Given the product [CH3:22][N:17]1[CH2:16][CH:15]=[C:14]([C:6]2[CH:7]=[C:8]([C:10]([F:11])([F:12])[F:13])[CH:9]=[C:4]([N+:1]([O-:3])=[O:2])[CH:5]=2)[CH2:19][CH2:18]1, predict the reactants needed to synthesize it. The reactants are: [N+:1]([C:4]1[CH:5]=[C:6]([C:14]2[CH2:15][CH2:16][NH:17][CH2:18][CH:19]=2)[CH:7]=[C:8]([C:10]([F:13])([F:12])[F:11])[CH:9]=1)([O-:3])=[O:2].C=O.[C:22](O[BH-](OC(=O)C)OC(=O)C)(=O)C.[Na+].